Task: Predict the reaction yield, written as a fraction of the theoretical maximum amount of product (1.0 means a 100% yield; for example, 0.34 means a 34% yield).. Dataset: Reaction yield outcomes from USPTO patents with 853,638 reactions The reactants are [Cl:1][C:2]1[CH:3]=[C:4]([NH:12][C:13]2[N:18]=[CH:17][C:16]([CH:19]=[CH:20][C:21]3[CH:22]=[C:23]4[C:28](=[CH:29][CH:30]=3)[N:27]([CH2:31][O:32][CH2:33][CH2:34][Si:35]([CH3:38])([CH3:37])[CH3:36])[C:26](=[O:39])[CH:25]=[CH:24]4)=[CH:15][N:14]=2)[CH:5]=[CH:6][C:7]=1[O:8][CH:9]([F:11])[F:10]. The catalyst is C(OCC)(=O)C.[Pd]. The product is [Cl:1][C:2]1[CH:3]=[C:4]([NH:12][C:13]2[N:18]=[CH:17][C:16]([CH2:19][CH2:20][C:21]3[CH:22]=[C:23]4[C:28](=[CH:29][CH:30]=3)[N:27]([CH2:31][O:32][CH2:33][CH2:34][Si:35]([CH3:36])([CH3:38])[CH3:37])[C:26](=[O:39])[CH:25]=[CH:24]4)=[CH:15][N:14]=2)[CH:5]=[CH:6][C:7]=1[O:8][CH:9]([F:11])[F:10]. The yield is 0.740.